Dataset: NCI-60 drug combinations with 297,098 pairs across 59 cell lines. Task: Regression. Given two drug SMILES strings and cell line genomic features, predict the synergy score measuring deviation from expected non-interaction effect. Drug 1: CCC1(CC2CC(C3=C(CCN(C2)C1)C4=CC=CC=C4N3)(C5=C(C=C6C(=C5)C78CCN9C7C(C=CC9)(C(C(C8N6C)(C(=O)OC)O)OC(=O)C)CC)OC)C(=O)OC)O.OS(=O)(=O)O. Drug 2: CN(CC1=CN=C2C(=N1)C(=NC(=N2)N)N)C3=CC=C(C=C3)C(=O)NC(CCC(=O)O)C(=O)O. Cell line: K-562. Synergy scores: CSS=66.2, Synergy_ZIP=0.797, Synergy_Bliss=0.851, Synergy_Loewe=-6.36, Synergy_HSA=0.403.